From a dataset of Forward reaction prediction with 1.9M reactions from USPTO patents (1976-2016). Predict the product of the given reaction. (1) The product is: [CH:28]1([CH2:27][NH:26][N:17]2[C:18]3[C:23](=[CH:22][CH:21]=[CH:20][CH:19]=3)[C:24]([OH:25])=[C:15]([C:10]3[NH:9][C:8]4[CH:32]=[CH:33][C:5]([O:4][CH2:3][CH2:2][NH:1][S:35]([CH3:34])(=[O:37])=[O:36])=[CH:6][C:7]=4[S:12](=[O:14])(=[O:13])[N:11]=3)[C:16]2=[O:31])[CH2:30][CH2:29]1. Given the reactants [NH2:1][CH2:2][CH2:3][O:4][C:5]1[CH:33]=[CH:32][C:8]2[NH:9][C:10]([C:15]3[C:16](=[O:31])[N:17]([NH:26][CH2:27][CH:28]4[CH2:30][CH2:29]4)[C:18]4[C:23]([C:24]=3[OH:25])=[CH:22][CH:21]=[CH:20][CH:19]=4)=[N:11][S:12](=[O:14])(=[O:13])[C:7]=2[CH:6]=1.[CH3:34][S:35](Cl)(=[O:37])=[O:36], predict the reaction product. (2) Given the reactants [NH2:1][CH2:2][CH2:3][CH2:4][CH2:5][N:6]([CH2:22][C:23]1[CH:44]=[CH:43][C:26]([CH2:27][N:28]([CH2:36][C:37]2[CH:42]=[CH:41][CH:40]=[CH:39][CH:38]=2)[C:29](=[O:35])[O:30][C:31]([CH3:34])([CH3:33])[CH3:32])=[CH:25][CH:24]=1)[C:7]([NH:9][C@H:10]([C:12]1[C:21]2[C:16](=[CH:17][CH:18]=[CH:19][CH:20]=2)[CH:15]=[CH:14][CH:13]=1)[CH3:11])=[O:8].C(N(CC)CC)C.[C:52](OC(=O)C)(=[O:54])[CH3:53], predict the reaction product. The product is: [C:52]([NH:1][CH2:2][CH2:3][CH2:4][CH2:5][N:6]([CH2:22][C:23]1[CH:24]=[CH:25][C:26]([CH2:27][N:28]([CH2:36][C:37]2[CH:42]=[CH:41][CH:40]=[CH:39][CH:38]=2)[C:29](=[O:35])[O:30][C:31]([CH3:32])([CH3:34])[CH3:33])=[CH:43][CH:44]=1)[C:7]([NH:9][C@H:10]([C:12]1[C:21]2[C:16](=[CH:17][CH:18]=[CH:19][CH:20]=2)[CH:15]=[CH:14][CH:13]=1)[CH3:11])=[O:8])(=[O:54])[CH3:53]. (3) Given the reactants Br[C:2]1[CH:11]=[C:10]([CH3:12])[CH:9]=[CH:8][C:3]=1[C:4]([O:6][CH3:7])=[O:5].CC1(C)C(C)(C)OB([C:21]2[CH:26]=[CH:25]C=[CH:23][C:22]=2O)O1.C([O-])([O-])=O.[K+].[K+], predict the reaction product. The product is: [CH3:12][C:10]1[CH:9]=[CH:8][C:3]2[C:4](=[O:5])[O:6][C:7]3[C:25]([C:2]=2[CH:11]=1)=[CH:26][CH:21]=[CH:22][CH:23]=3. (4) Given the reactants Cl.[NH2:2][O:3][CH2:4][C:5]([OH:7])=[O:6].[NH2:8][CH:9]1[CH:12]2[S:13][CH2:14][C:15]3[CH:19](O)[O:18][C:17](=[O:21])[C:16]=3[N:11]2[C:10]1=[O:22], predict the reaction product. The product is: [NH2:8][CH:9]1[C:10](=[O:22])[N:11]2[C:16]([C:17]([OH:21])=[O:18])=[C:15]([CH:19]=[N:2][O:3][CH2:4][C:5]([OH:7])=[O:6])[CH2:14][S:13][C@H:12]12. (5) Given the reactants [Cl:1][C:2]1[C:9]([CH3:10])=[C:8]([N:11]2[C@H:15]([C:16]([F:19])([F:18])[F:17])[C@@H:14]3[C@H:20]([O:23][Si](C(C)(C)C)(C)C)[CH2:21][CH2:22][N:13]3[C:12]2=[O:31])[CH:7]=[CH:6][C:3]=1[C:4]#[N:5].CCCC[N+](CCCC)(CCCC)CCCC.[F-].[Cl-].[NH4+].CCOC(C)=O, predict the reaction product. The product is: [Cl:1][C:2]1[C:9]([CH3:10])=[C:8]([N:11]2[C@H:15]([C:16]([F:18])([F:19])[F:17])[C@@H:14]3[C@H:20]([OH:23])[CH2:21][CH2:22][N:13]3[C:12]2=[O:31])[CH:7]=[CH:6][C:3]=1[C:4]#[N:5]. (6) Given the reactants [CH2:1]([C:5]1[CH:10]=[CH:9][C:8]([C:11]#[C:12][C:13]2[CH:41]=[CH:40][C:16]([CH2:17][N:18]([CH2:27][C:28]3[CH:39]=[CH:38][C:31]([O:32][CH2:33][C:34]([O:36]C)=[O:35])=[CH:30][CH:29]=3)[C:19](=[O:26])[CH2:20][O:21][CH2:22][CH2:23][O:24][CH3:25])=[CH:15][CH:14]=2)=[CH:7][CH:6]=1)[CH2:2][CH2:3][CH3:4].[OH-].[Na+], predict the reaction product. The product is: [CH2:1]([C:5]1[CH:10]=[CH:9][C:8]([C:11]#[C:12][C:13]2[CH:41]=[CH:40][C:16]([CH2:17][N:18]([CH2:27][C:28]3[CH:29]=[CH:30][C:31]([O:32][CH2:33][C:34]([OH:36])=[O:35])=[CH:38][CH:39]=3)[C:19](=[O:26])[CH2:20][O:21][CH2:22][CH2:23][O:24][CH3:25])=[CH:15][CH:14]=2)=[CH:7][CH:6]=1)[CH2:2][CH2:3][CH3:4]. (7) Given the reactants [OH:1][C:2]1[CH:3]=[C:4]([C:8]2[C:17]3[C:12](=[C:13]([C:18]([F:21])([F:20])[F:19])[CH:14]=[CH:15][CH:16]=3)[N:11]=[CH:10][C:9]=2[C:22]([C:24]2[CH:29]=[CH:28][CH:27]=[CH:26][CH:25]=2)=[O:23])[CH:5]=[CH:6][CH:7]=1.[CH3:30][O:31][C:32]1[CH:37]=[CH:36][C:35](B(O)O)=[CH:34][N:33]=1, predict the reaction product. The product is: [CH3:30][O:31][C:32]1[N:33]=[CH:34][C:35]([O:1][C:2]2[CH:3]=[C:4]([C:8]3[C:17]4[C:12](=[C:13]([C:18]([F:21])([F:19])[F:20])[CH:14]=[CH:15][CH:16]=4)[N:11]=[CH:10][C:9]=3[C:22]([C:24]3[CH:25]=[CH:26][CH:27]=[CH:28][CH:29]=3)=[O:23])[CH:5]=[CH:6][CH:7]=2)=[CH:36][CH:37]=1. (8) Given the reactants Cl[C:2]1[CH:7]=[C:6]([CH3:8])[N:5]=[C:4]([C:9]2[CH:14]=[CH:13][CH:12]=[CH:11][N:10]=2)[N:3]=1.[N+:15]([C:18]1[CH:19]=[C:20]([CH:22]=[CH:23][CH:24]=1)[NH2:21])([O-:17])=[O:16], predict the reaction product. The product is: [N+:15]([C:18]1[CH:19]=[C:20]([CH:22]=[CH:23][CH:24]=1)[NH:21][C:2]1[CH:7]=[C:6]([CH3:8])[N:5]=[C:4]([C:9]2[CH:14]=[CH:13][CH:12]=[CH:11][N:10]=2)[N:3]=1)([O-:17])=[O:16].